Predict the product of the given reaction. From a dataset of Forward reaction prediction with 1.9M reactions from USPTO patents (1976-2016). (1) Given the reactants C1(N)C(F)=C(F)C(F)=C(N)C=1F.Cl.Cl.[Cl:15][C:16]1[CH:21]=[CH:20][C:19]([CH:22]([C:38]2[CH:43]=[CH:42][CH:41]=[CH:40][CH:39]=2)[N:23]2[CH2:28][CH2:27][N:26](CCOCCOCCO)[CH2:25][CH2:24]2)=[CH:18][CH:17]=1, predict the reaction product. The product is: [Cl:15][C:16]1[CH:17]=[CH:18][C:19]([CH:22]([C:38]2[CH:39]=[CH:40][CH:41]=[CH:42][CH:43]=2)[N:23]2[CH2:24][CH2:25][NH:26][CH2:27][CH2:28]2)=[CH:20][CH:21]=1. (2) Given the reactants Br[C:2]1[CH:23]=[CH:22][C:5]2[C:6]3[N:7]([CH:11]=[C:12]([C:14]4[N:18]([CH:19]([CH3:21])[CH3:20])[N:17]=[CH:16][N:15]=4)[N:13]=3)[CH2:8][CH2:9][O:10][C:4]=2[CH:3]=1.[NH2:24][CH2:25][C:26]1([NH2:30])[CH2:29][O:28][CH2:27]1, predict the reaction product. The product is: [NH2:30][C:26]1([CH2:25][NH:24][C:2]2[CH:23]=[CH:22][C:5]3[C:6]4[N:7]([CH:11]=[C:12]([C:14]5[N:18]([CH:19]([CH3:21])[CH3:20])[N:17]=[CH:16][N:15]=5)[N:13]=4)[CH2:8][CH2:9][O:10][C:4]=3[CH:3]=2)[CH2:29][O:28][CH2:27]1. (3) Given the reactants Br[C:2]1[CH:9]=[CH:8][C:7]([F:10])=[CH:6][C:3]=1[CH:4]=[O:5].[B:11]1([B:11]2[O:15][C:14]([CH3:17])([CH3:16])[C:13]([CH3:19])([CH3:18])[O:12]2)[O:15][C:14]([CH3:17])([CH3:16])[C:13]([CH3:19])([CH3:18])[O:12]1, predict the reaction product. The product is: [F:10][C:7]1[CH:8]=[CH:9][C:2]([B:11]2[O:15][C:14]([CH3:17])([CH3:16])[C:13]([CH3:19])([CH3:18])[O:12]2)=[C:3]([CH:6]=1)[CH:4]=[O:5]. (4) Given the reactants [CH2:1]([C:3]1[O:7][N:6]=[C:5]([C:8]2[CH:13]=[CH:12][C:11]([NH2:14])=[CH:10][CH:9]=2)[N:4]=1)[CH3:2].Cl.[F:16][C:17]1[CH:18]=[C:19]2[C:24](=[C:25]([N:27]3[CH2:32][CH2:31][N:30]([CH3:33])[CH2:29][CH2:28]3)[CH:26]=1)[O:23][CH:22]([C:34](O)=[O:35])[CH2:21][CH2:20]2, predict the reaction product. The product is: [CH2:1]([C:3]1[O:7][N:6]=[C:5]([C:8]2[CH:13]=[CH:12][C:11]([NH:14][C:34]([CH:22]3[CH2:21][CH2:20][C:19]4[C:24](=[C:25]([N:27]5[CH2:28][CH2:29][N:30]([CH3:33])[CH2:31][CH2:32]5)[CH:26]=[C:17]([F:16])[CH:18]=4)[O:23]3)=[O:35])=[CH:10][CH:9]=2)[N:4]=1)[CH3:2].